From a dataset of Reaction yield outcomes from USPTO patents with 853,638 reactions. Predict the reaction yield, written as a fraction of the theoretical maximum amount of product (1.0 means a 100% yield; for example, 0.34 means a 34% yield). (1) The reactants are Cl.[NH2:2][CH2:3][C:4]1[CH:12]=[CH:11][CH:10]=[C:9]2[C:5]=1[C:6](=[O:22])[N:7]([CH:14]1[CH2:19][CH2:18][C:17](=[O:20])[NH:16][C:15]1=[O:21])[C:8]2=[O:13].N12CCCN=C1CCCCC2.ON1C2C=CC=CC=2N=N1.[CH3:44][O:45][C:46]1[CH:58]=[CH:57][C:49]2[C:50]([CH2:53][C:54](O)=[O:55])=[CH:51][O:52][C:48]=2[CH:47]=1.Cl.CN(C)CCCN=C=NCC. The catalyst is C(#N)C. The product is [O:21]=[C:15]1[CH:14]([N:7]2[C:6](=[O:22])[C:5]3[C:9](=[CH:10][CH:11]=[CH:12][C:4]=3[CH2:3][NH:2][C:54](=[O:55])[CH2:53][C:50]3[C:49]4[CH:57]=[CH:58][C:46]([O:45][CH3:44])=[CH:47][C:48]=4[O:52][CH:51]=3)[C:8]2=[O:13])[CH2:19][CH2:18][C:17](=[O:20])[NH:16]1. The yield is 0.730. (2) The reactants are CC1(C)CCCC(C)(C)N1.[Li]CCCC.CCCCCC.[Cl:22][C:23]1[CH:24]=[N:25][CH:26]=[CH:27][C:28]=1[Cl:29].[N:30]([Si](C)(C)C)=[C:31]=[O:32].C(O)(=O)C. The catalyst is C(OCC)C.O. The product is [Cl:22][C:23]1[C:24]([C:31]([NH2:30])=[O:32])=[N:25][CH:26]=[CH:27][C:28]=1[Cl:29]. The yield is 0.390. (3) The reactants are [Br:1][C:2]1[CH:7]=[CH:6][C:5]([C:8]2([C:11]#N)[CH2:10][CH2:9]2)=[C:4]([F:13])[CH:3]=1.[Li+].[OH-:15].[OH2:16]. No catalyst specified. The product is [Br:1][C:2]1[CH:7]=[CH:6][C:5]([C:8]2([C:11]([OH:16])=[O:15])[CH2:10][CH2:9]2)=[C:4]([F:13])[CH:3]=1. The yield is 0.899. (4) The reactants are [Cl:1][C:2]1[CH:9]=[C:8]([O:10][CH2:11][CH2:12][CH2:13][CH:14]2[CH2:19][CH2:18][N:17]([CH3:20])[CH2:16][CH2:15]2)[CH:7]=[CH:6][C:3]=1[CH:4]=O.[CH3:21][C:22]1[CH:27]=[C:26]([CH3:28])[CH:25]=[C:24]([NH2:29])[C:23]=1[NH2:30]. No catalyst specified. The product is [Cl:1][C:2]1[CH:9]=[C:8]([O:10][CH2:11][CH2:12][CH2:13][CH:14]2[CH2:19][CH2:18][N:17]([CH3:20])[CH2:16][CH2:15]2)[CH:7]=[CH:6][C:3]=1[C:4]1[NH:29][C:24]2[CH:25]=[C:26]([CH3:28])[CH:27]=[C:22]([CH3:21])[C:23]=2[N:30]=1. The yield is 0.870.